From a dataset of Full USPTO retrosynthesis dataset with 1.9M reactions from patents (1976-2016). Predict the reactants needed to synthesize the given product. (1) Given the product [Br:20][C:5]1[C:6]2[C:11](=[CH:10][CH:9]=[CH:8][CH:7]=2)[C:2]([OH:1])=[C:3]([C:13]#[N:14])[C:4]=1[CH3:12], predict the reactants needed to synthesize it. The reactants are: [OH:1][C:2]1[C:11]2[C:6](=[CH:7][CH:8]=[CH:9][CH:10]=2)[CH:5]=[C:4]([CH3:12])[C:3]=1[C:13]#[N:14].C(=O)(O)[O-].[Na+].[Br:20]Br. (2) Given the product [CH2:37]([O:29][C:15]1[C:14]([CH2:13][CH2:12][CH2:11][O:10][C:8]2[CH:7]=[CH:6][C:5]([CH2:30][CH2:31][C:32]([OH:34])=[O:33])=[C:4]([O:3][CH2:1][CH3:2])[CH:9]=2)=[CH:18][N:17]([C:19]2[CH:24]=[CH:23][C:22]([C:25]([F:28])([F:27])[F:26])=[CH:21][N:20]=2)[N:16]=1)[CH2:38][CH2:39][CH3:40], predict the reactants needed to synthesize it. The reactants are: [CH2:1]([O:3][C:4]1[CH:9]=[C:8]([O:10][CH2:11][CH2:12][CH2:13][C:14]2[C:15]([OH:29])=[N:16][N:17]([C:19]3[CH:24]=[CH:23][C:22]([C:25]([F:28])([F:27])[F:26])=[CH:21][N:20]=3)[CH:18]=2)[CH:7]=[CH:6][C:5]=1[CH2:30][CH2:31][C:32]([O:34]C)=[O:33])[CH3:2].I[CH2:37][CH2:38][CH2:39][CH3:40].CN(C)C=O.[H-].[Na+]. (3) Given the product [Br:5][C:6]1[CH:11]=[CH:10][CH:9]=[CH:8][C:7]=1[N:12]1[C:17](=[O:18])[N:16]([C:19]2[CH:24]=[CH:23][CH:22]=[CH:21][C:20]=2[OH:25])[CH2:15][C:14]([C:27]2[CH:32]=[CH:31][CH:30]=[CH:29][N:28]=2)=[N:13]1, predict the reactants needed to synthesize it. The reactants are: B(Br)(Br)Br.[Br:5][C:6]1[CH:11]=[CH:10][CH:9]=[CH:8][C:7]=1[N:12]1[C:17](=[O:18])[N:16]([C:19]2[CH:24]=[CH:23][CH:22]=[CH:21][C:20]=2[O:25]C)[CH2:15][C:14]([C:27]2[CH:32]=[CH:31][CH:30]=[CH:29][N:28]=2)=[N:13]1.